From a dataset of Catalyst prediction with 721,799 reactions and 888 catalyst types from USPTO. Predict which catalyst facilitates the given reaction. (1) Reactant: [CH2:1]1[C:9]2[C:4](=[CH:5][CH:6]=[CH:7][CH:8]=2)[CH2:3][CH:2]1[NH:10][C:11]1[CH:12]=[C:13]2[C:18](=[CH:19][CH:20]=1)[N:17]=[C:16]([CH3:21])[C:15]([C:22]([O:24]CC)=[O:23])=[C:14]2[C:27]1[CH:32]=[CH:31][CH:30]=[CH:29][CH:28]=1. Product: [CH2:1]1[C:9]2[C:4](=[CH:5][CH:6]=[CH:7][CH:8]=2)[CH2:3][CH:2]1[NH:10][C:11]1[CH:12]=[C:13]2[C:18](=[CH:19][CH:20]=1)[N:17]=[C:16]([CH3:21])[C:15]([C:22]([OH:24])=[O:23])=[C:14]2[C:27]1[CH:32]=[CH:31][CH:30]=[CH:29][CH:28]=1. The catalyst class is: 67. (2) Reactant: [Br:1][C:2]1[CH:7]=[C:6]([NH2:8])[C:5]([NH2:9])=[C:4]([C:10]([F:13])([F:12])[F:11])[CH:3]=1.CCN(C(C)C)C(C)C.CN(C(ON1N=NC2C=CC=CC1=2)=[N+](C)C)C.F[P-](F)(F)(F)(F)F.[C:47]([C:51]1[O:52][C:53]([CH3:59])=[C:54]([C:56](O)=[O:57])[N:55]=1)([CH3:50])([CH3:49])[CH3:48]. Product: [NH2:9][C:5]1[C:4]([C:10]([F:11])([F:12])[F:13])=[CH:3][C:2]([Br:1])=[CH:7][C:6]=1[NH:8][C:56]([C:54]1[N:55]=[C:51]([C:47]([CH3:50])([CH3:49])[CH3:48])[O:52][C:53]=1[CH3:59])=[O:57]. The catalyst class is: 18. (3) Reactant: CC(C)=O.[C:5]1([CH:11]([C:35]2[CH:40]=[CH:39][CH:38]=[CH:37][CH:36]=2)[CH2:12][CH2:13][O:14][C:15]([C:17]2[CH:22]([C:23]3[CH:28]=[CH:27][CH:26]=[C:25]([Cl:29])[CH:24]=3)[C:21]([C:30]([OH:32])=[O:31])=[C:20]([CH3:33])[NH:19][C:18]=2[CH3:34])=[O:16])[CH:10]=[CH:9][CH:8]=[CH:7][CH:6]=1.[N+]([O-])([O-])=O.[NH4+].[Ce]. Product: [C:35]1([CH:11]([C:5]2[CH:6]=[CH:7][CH:8]=[CH:9][CH:10]=2)[CH2:12][CH2:13][O:14][C:15]([C:17]2[C:18]([CH3:34])=[N:19][C:20]([CH3:33])=[C:21]([C:30]([OH:32])=[O:31])[C:22]=2[C:23]2[CH:28]=[CH:27][CH:26]=[C:25]([Cl:29])[CH:24]=2)=[O:16])[CH:36]=[CH:37][CH:38]=[CH:39][CH:40]=1. The catalyst class is: 6. (4) Reactant: [CH2:1]([O:8][C:9]1[C:10]([CH3:25])=[C:11]([CH:22]=[CH:23][CH:24]=1)[C:12]([O:14]CC1C=CC=CC=1)=[O:13])[C:2]1[CH:7]=[CH:6][CH:5]=[CH:4][CH:3]=1.[OH-].[Na+]. Product: [CH2:1]([O:8][C:9]1[C:10]([CH3:25])=[C:11]([CH:22]=[CH:23][CH:24]=1)[C:12]([OH:14])=[O:13])[C:2]1[CH:3]=[CH:4][CH:5]=[CH:6][CH:7]=1. The catalyst class is: 200. (5) Reactant: [C:1]([C:3]1[CH:4]=[C:5]2[C:10](=[CH:11][CH:12]=1)[C:9](=[O:13])[CH2:8][CH2:7][CH2:6]2)#[N:2].[N-:14]=[N+:15]=[N-:16].[Na+].[Cl-].[NH4+].[Cl-].[Li+]. Product: [NH:2]1[C:1]([C:3]2[CH:4]=[C:5]3[C:10](=[CH:11][CH:12]=2)[C:9](=[O:13])[CH2:8][CH2:7][CH2:6]3)=[N:16][N:15]=[N:14]1. The catalyst class is: 39. (6) Reactant: [F:1][C:2]1[CH:7]=[CH:6][C:5]([F:8])=[CH:4][C:3]=1[CH:9]([S:28]([C:31]1[CH:36]=[CH:35][C:34]([F:37])=[CH:33][CH:32]=1)(=[O:30])=[O:29])[C:10]1[C:11]([CH3:27])=[CH:12][C:13]([C:16]([NH:18][CH2:19][O:20][CH2:21][C:22]([O:24]CC)=[O:23])=[O:17])=[N:14][CH:15]=1.O.[OH-].[Li+].Cl. Product: [F:1][C:2]1[CH:7]=[CH:6][C:5]([F:8])=[CH:4][C:3]=1[CH:9]([S:28]([C:31]1[CH:36]=[CH:35][C:34]([F:37])=[CH:33][CH:32]=1)(=[O:30])=[O:29])[C:10]1[C:11]([CH3:27])=[CH:12][C:13]([C:16]([NH:18][CH2:19][O:20][CH2:21][C:22]([OH:24])=[O:23])=[O:17])=[N:14][CH:15]=1. The catalyst class is: 30. (7) Reactant: F[C:2]1[CH:7]=[CH:6][CH:5]=[CH:4][C:3]=1[N+:8]([O-:10])=[O:9].[O:11]1[C:15]2([CH2:20][CH2:19][NH:18][CH2:17][CH2:16]2)[O:14][CH2:13][CH2:12]1. Product: [N+:8]([C:3]1[CH:4]=[CH:5][CH:6]=[CH:7][C:2]=1[N:18]1[CH2:19][CH2:20][C:15]2([O:14][CH2:13][CH2:12][O:11]2)[CH2:16][CH2:17]1)([O-:10])=[O:9]. The catalyst class is: 228. (8) The catalyst class is: 14. Product: [CH3:1][C:2]1[C:3]([CH2:22][N:23]2[CH2:28][CH2:27][CH2:26][CH2:25][CH:24]2[C:29]2[CH:36]=[CH:35][C:32]([C:33]([NH2:34])=[O:41])=[CH:31][CH:30]=2)=[C:4]2[C:8](=[C:9]([CH3:11])[CH:10]=1)[NH:7][CH:6]=[CH:5]2. Reactant: [CH3:1][C:2]1[C:3]([CH2:22][N:23]2[CH2:28][CH2:27][CH2:26][CH2:25][CH:24]2[C:29]2[CH:36]=[CH:35][C:32]([C:33]#[N:34])=[CH:31][CH:30]=2)=[C:4]2[C:8](=[C:9]([CH3:11])[CH:10]=1)[N:7](S(C1C=CC(C)=CC=1)(=O)=O)[CH:6]=[CH:5]2.[OH-].[K+].CC(O)=[O:41]. (9) Reactant: [Br:1][C:2]1[CH:7]=[CH:6][C:5]([S:8]([N:11]2[CH2:16][CH2:15][C:14]([NH:19][C:20](=[O:26])[O:21][C:22]([CH3:25])([CH3:24])[CH3:23])([CH:17]=O)[CH2:13][CH2:12]2)(=[O:10])=[O:9])=[CH:4][CH:3]=1.[CH:27]1([NH2:30])[CH2:29][CH2:28]1.C(O[BH-](OC(=O)C)OC(=O)C)(=O)C.[Na+]. Product: [Br:1][C:2]1[CH:3]=[CH:4][C:5]([S:8]([N:11]2[CH2:16][CH2:15][C:14]([NH:19][C:20](=[O:26])[O:21][C:22]([CH3:23])([CH3:24])[CH3:25])([CH2:17][NH:30][CH:27]3[CH2:29][CH2:28]3)[CH2:13][CH2:12]2)(=[O:9])=[O:10])=[CH:6][CH:7]=1. The catalyst class is: 68. (10) Reactant: [CH:1]1([OH:6])[CH2:5][CH2:4][CH2:3][CH2:2]1.C(N(CC)CC)C.[Cl:14][C:15](Cl)([O:17]C(=O)OC(Cl)(Cl)Cl)Cl. Product: [Cl:14][C:15]([O:6][CH:1]1[CH2:5][CH2:4][CH2:3][CH2:2]1)=[O:17]. The catalyst class is: 2.